From a dataset of CYP2C19 inhibition data for predicting drug metabolism from PubChem BioAssay. Regression/Classification. Given a drug SMILES string, predict its absorption, distribution, metabolism, or excretion properties. Task type varies by dataset: regression for continuous measurements (e.g., permeability, clearance, half-life) or binary classification for categorical outcomes (e.g., BBB penetration, CYP inhibition). Dataset: cyp2c19_veith. (1) The molecule is CC1=CC2=NC(=O)CC(C)(C(=O)N(CC(=O)NC(C)(C)C)Cc3cccs3)N2C=C1. The result is 0 (non-inhibitor). (2) The molecule is NC(N)=NC(N)=Nc1c(F)c(F)c(F)c(F)c1F. The result is 0 (non-inhibitor). (3) The compound is O=C(C[N+]12CN3CN(CN(C3)C1)C2)c1ccc(-c2ccccc2)cc1. The result is 1 (inhibitor). (4) The molecule is Cc1nc(NC(=O)c2ccccc2)sc1-c1csc(Nc2cccc(Cl)c2)n1. The result is 1 (inhibitor). (5) The molecule is Nc1ccc(N(c2ccccc2)c2ccc(N)cc2)cc1. The result is 1 (inhibitor). (6) The drug is O=C1Nc2ccc(F)cc2C12SCCS2. The result is 1 (inhibitor). (7) The drug is COc1ccc(C2(C)NC(=O)N(CC(=O)Nc3ccc4c(c3)OCO4)C2=O)cc1OC. The result is 1 (inhibitor). (8) The result is 0 (non-inhibitor). The compound is COCCn1c(=O)cnc2cnc(Nc3cccc(OC)c3)nc21. (9) The drug is Cc1nc2cnc(N3CCOCC3)nc2n(C[C@H]2CCCO2)c1=O. The result is 0 (non-inhibitor).